This data is from Full USPTO retrosynthesis dataset with 1.9M reactions from patents (1976-2016). The task is: Predict the reactants needed to synthesize the given product. (1) Given the product [F:17][C:18]1[CH:23]=[CH:22][CH:21]=[C:20]([F:24])[C:19]=1/[CH:25]=[CH:26]/[C:27]([O:29][CH2:30][CH3:31])=[O:28].[C:9]([CH:8]([C:5]1[CH:6]=[CH:7][C:2]([F:1])=[CH:3][CH:4]=1)[CH:25]([C:19]1[C:20]([F:24])=[CH:21][CH:22]=[CH:23][C:18]=1[F:17])[CH2:26][C:27]([O:29][CH2:30][CH3:31])=[O:28])#[N:10], predict the reactants needed to synthesize it. The reactants are: [F:1][C:2]1[CH:7]=[CH:6][C:5]([CH2:8][C:9]#[N:10])=[CH:4][CH:3]=1.CC(C)([O-])C.[K+].[F:17][C:18]1[CH:23]=[CH:22][CH:21]=[C:20]([F:24])[C:19]=1/[CH:25]=[CH:26]/[C:27]([O:29][CH2:30][CH3:31])=[O:28].Cl. (2) Given the product [NH:1]1[C:5]2[CH:6]=[CH:7][CH:8]=[CH:9][C:4]=2[N:3]=[C:2]1[C:10]([C:12]1[CH:17]=[CH:16][C:15]([O:18][C:20]2[C:21]([CH:26]3[CH2:27][CH2:28][N:29]([C:32](=[O:34])[CH3:33])[CH2:30][CH2:31]3)=[N:22][CH:23]=[CH:24][N:25]=2)=[CH:14][CH:13]=1)=[O:11], predict the reactants needed to synthesize it. The reactants are: [NH:1]1[C:5]2[CH:6]=[CH:7][CH:8]=[CH:9][C:4]=2[N:3]=[C:2]1[C:10]([C:12]1[CH:17]=[CH:16][C:15]([OH:18])=[CH:14][CH:13]=1)=[O:11].F[C:20]1[C:21]([CH:26]2[CH2:31][CH2:30][N:29]([C:32](=[O:34])[CH3:33])[CH2:28][CH2:27]2)=[N:22][CH:23]=[CH:24][N:25]=1.C(=O)([O-])[O-].[Cs+].[Cs+]. (3) Given the product [N+:16]([C:19]1[CH:24]=[CH:23][CH:22]=[CH:21][C:20]=1[S:25]([NH:13][C:10]1[CH:11]=[CH:12][C:3]([C:2]([F:1])([F:14])[F:15])=[C:4]2[C:9]=1[N:8]=[CH:7][CH:6]=[CH:5]2)(=[O:27])=[O:26])([O-:18])=[O:17], predict the reactants needed to synthesize it. The reactants are: [F:1][C:2]([F:15])([F:14])[C:3]1[CH:12]=[CH:11][C:10]([NH2:13])=[C:9]2[C:4]=1[CH:5]=[CH:6][CH:7]=[N:8]2.[N+:16]([C:19]1[CH:24]=[CH:23][CH:22]=[CH:21][C:20]=1[S:25](Cl)(=[O:27])=[O:26])([O-:18])=[O:17].N1C=CC=CC=1. (4) Given the product [Cl:20][C:15]1[CH:14]=[C:13]([NH:12][C:6]2[C:5]3[C:10](=[CH:11][C:2]([C:27]#[C:26][C:25]([CH3:28])([N:29]4[CH2:30][CH2:31][N:32]([CH3:35])[CH2:33][CH2:34]4)[CH3:24])=[C:3]([N+:21]([O-:23])=[O:22])[CH:4]=3)[N:9]=[CH:8][N:7]=2)[CH:18]=[CH:17][C:16]=1[F:19], predict the reactants needed to synthesize it. The reactants are: Cl[C:2]1[CH:11]=[C:10]2[C:5]([C:6]([NH:12][C:13]3[CH:18]=[CH:17][C:16]([F:19])=[C:15]([Cl:20])[CH:14]=3)=[N:7][CH:8]=[N:9]2)=[CH:4][C:3]=1[N+:21]([O-:23])=[O:22].[CH3:24][C:25]([N:29]1[CH2:34][CH2:33][N:32]([CH3:35])[CH2:31][CH2:30]1)([CH3:28])[C:26]#[CH:27].C(N(CC)CC)C.